Dataset: Catalyst prediction with 721,799 reactions and 888 catalyst types from USPTO. Task: Predict which catalyst facilitates the given reaction. (1) Reactant: [CH2:1]([C:3]([C:16]1[CH:29]=[CH:28][C:19]([O:20][CH2:21][C:22](=[O:27])[C:23]([CH3:26])([CH3:25])[CH3:24])=[C:18]([CH3:30])[CH:17]=1)([C:6]1[O:7][C:8]2[CH:14]=[CH:13][C:12]([OH:15])=[CH:11][C:9]=2[CH:10]=1)[CH2:4][CH3:5])[CH3:2].[CH3:31][S:32](Cl)(=[O:34])=[O:33].CCN(CC)CC. Product: [CH3:26][C:23]([CH3:25])([CH3:24])[C:22](=[O:27])[CH2:21][O:20][C:19]1[CH:28]=[CH:29][C:16]([C:3]([C:6]2[O:7][C:8]3[CH:14]=[CH:13][C:12]([O:15][S:32]([CH3:31])(=[O:34])=[O:33])=[CH:11][C:9]=3[CH:10]=2)([CH2:4][CH3:5])[CH2:1][CH3:2])=[CH:17][C:18]=1[CH3:30]. The catalyst class is: 2. (2) Reactant: [Br:1][C:2]1[CH:7]=[C:6]([F:8])[C:5]([N+:9]([O-])=O)=[CH:4][C:3]=1[CH2:12][C:13](=[O:15])[CH3:14]. Product: [NH2:9][C:5]1[C:6]([F:8])=[CH:7][C:2]([Br:1])=[C:3]([CH2:12][C:13](=[O:15])[CH3:14])[CH:4]=1. The catalyst class is: 180. (3) Reactant: [OH:1][C:2]1[C:14]2[C:13]3[C:8](=[CH:9][CH:10]=[CH:11][CH:12]=3)[NH:7][C:6]=2[CH:5]=[CH:4][CH:3]=1.ClCCl.C(NC(C)C)(C)C.[F:25][C:26]([F:39])([F:38])[S:27](O[S:27]([C:26]([F:39])([F:38])[F:25])(=[O:29])=[O:28])(=[O:29])=[O:28]. Product: [CH:5]1[C:6]2[NH:7][C:8]3[C:13](=[CH:12][CH:11]=[CH:10][CH:9]=3)[C:14]=2[C:2]([O:1][S:27]([C:26]([F:39])([F:38])[F:25])(=[O:29])=[O:28])=[CH:3][CH:4]=1. The catalyst class is: 6. (4) Reactant: [O:1]1[CH2:5][CH2:4][O:3][CH:2]1[CH:6]([OH:33])[C:7]1[C:15]2[N:14]=[C:13]([CH:16]3[CH2:18][CH2:17]3)[N:12](C(OC(C)(C)C)=O)[C:11]=2[CH:10]=[C:9]([C:26]2[C:27]([CH3:32])=[N:28][O:29][C:30]=2[CH3:31])[CH:8]=1.C(O)(C(F)(F)F)=O. Product: [CH:16]1([C:13]2[NH:12][C:11]3[CH:10]=[C:9]([C:26]4[C:27]([CH3:32])=[N:28][O:29][C:30]=4[CH3:31])[CH:8]=[C:7]([CH:6]([CH:2]4[O:3][CH2:4][CH2:5][O:1]4)[OH:33])[C:15]=3[N:14]=2)[CH2:17][CH2:18]1. The catalyst class is: 2. (5) Reactant: C(OC(=O)[NH:7][CH:8]([C:13](=[O:25])[NH:14][CH:15]1[C:23]2[C:18](=[CH:19][CH:20]=[CH:21][CH:22]=2)[CH2:17][CH:16]1[OH:24])[C:9]([CH3:12])([CH3:11])[CH3:10])(C)(C)C. Product: [NH2:7][CH:8]([C:9]([CH3:12])([CH3:11])[CH3:10])[C:13]([NH:14][CH:15]1[C:23]2[C:18](=[CH:19][CH:20]=[CH:21][CH:22]=2)[CH2:17][CH:16]1[OH:24])=[O:25]. The catalyst class is: 157. (6) Reactant: [Cl:1][C:2]1[CH:3]=[C:4]([CH:7]=[CH:8][C:9]=1Cl)[C:5]#[N:6].[F-:11].[K+]. Product: [Cl:1][C:2]1[CH:3]=[C:4]([CH:7]=[CH:8][C:9]=1[F:11])[C:5]#[N:6]. The catalyst class is: 16. (7) Reactant: C[O:2][C:3]([C:5]1[N:6]=[CH:7][C:8]2[C:9](=[O:27])[N:10]([CH2:16][C:17]3[CH:22]=[CH:21][C:20]([O:23][CH3:24])=[CH:19][C:18]=3[O:25][CH3:26])[CH:11]=[CH:12][C:13]=2[C:14]=1[OH:15])=O.[CH3:28][NH-:29].O. Product: [CH3:28][NH:29][C:3]([C:5]1[N:6]=[CH:7][C:8]2[C:9](=[O:27])[N:10]([CH2:16][C:17]3[CH:22]=[CH:21][C:20]([O:23][CH3:24])=[CH:19][C:18]=3[O:25][CH3:26])[CH:11]=[CH:12][C:13]=2[C:14]=1[OH:15])=[O:2]. The catalyst class is: 14. (8) The catalyst class is: 39. Reactant: [C:1]1([CH2:7][N:8]2[C:20]3[CH:19]=[CH:18][CH:17]=[C:16]([OH:21])[C:15]=3[C:14]3[C:9]2=[CH:10][CH:11]=[CH:12][C:13]=3[C:22](=[O:24])[NH2:23])[CH:6]=[CH:5][CH:4]=[CH:3][CH:2]=1.Br[CH2:26][C:27]([O:29][CH3:30])=[O:28]. Product: [C:1]1([CH2:7][N:8]2[C:20]3[CH:19]=[CH:18][CH:17]=[C:16]([O:21][CH2:26][C:27]([O:29][CH3:30])=[O:28])[C:15]=3[C:14]3[C:9]2=[CH:10][CH:11]=[CH:12][C:13]=3[C:22](=[O:24])[NH2:23])[CH:6]=[CH:5][CH:4]=[CH:3][CH:2]=1. (9) Reactant: Cl[C:2]1[N:3]=[CH:4][C:5]2[N:11]([CH3:12])[C:10](=[O:13])[C:9]([F:15])([F:14])[CH2:8][N:7]([CH:16]3[CH2:21][CH2:20][CH2:19][CH2:18][CH2:17]3)[C:6]=2[N:22]=1.O.C1(C)C(S(O)(=O)=O)=CC=CC=1.[NH2:35][C:36]1[CH:52]=[CH:51][C:39]([C:40]([NH:42][CH:43]2[CH2:48][CH2:47][N:46]([CH2:49][CH3:50])[CH2:45][CH2:44]2)=[O:41])=[CH:38][C:37]=1[O:53][CH3:54]. Product: [CH:16]1([N:7]2[CH2:8][C:9]([F:15])([F:14])[C:10](=[O:13])[N:11]([CH3:12])[C:5]3[CH:4]=[N:3][C:2]([NH:35][C:36]4[CH:52]=[CH:51][C:39]([C:40]([NH:42][CH:43]5[CH2:44][CH2:45][N:46]([CH2:49][CH3:50])[CH2:47][CH2:48]5)=[O:41])=[CH:38][C:37]=4[O:53][CH3:54])=[N:22][C:6]2=3)[CH2:21][CH2:20][CH2:19][CH2:18][CH2:17]1. The catalyst class is: 32. (10) Reactant: [H-].[Na+].[Br:3][C:4]1[N:9]=[C:8]([C:10]2[C:18]3[C:13](=[N:14][C:15]([Cl:19])=[N:16][CH:17]=3)[NH:12][N:11]=2)[CH:7]=[CH:6][CH:5]=1.Cl[CH2:21][O:22][CH2:23][CH2:24][Si:25]([CH3:28])([CH3:27])[CH3:26]. Product: [Br:3][C:4]1[N:9]=[C:8]([C:10]2[C:18]3[C:13](=[N:14][C:15]([Cl:19])=[N:16][CH:17]=3)[N:12]([CH2:21][O:22][CH2:23][CH2:24][Si:25]([CH3:28])([CH3:27])[CH3:26])[N:11]=2)[CH:7]=[CH:6][CH:5]=1. The catalyst class is: 3.